Dataset: Full USPTO retrosynthesis dataset with 1.9M reactions from patents (1976-2016). Task: Predict the reactants needed to synthesize the given product. (1) Given the product [NH2:35][C:21]1[CH:20]=[C:19]([CH2:18][N:11]([C:9]([O:8][CH2:1][C:2]2[CH:7]=[CH:6][CH:5]=[CH:4][CH:3]=2)=[O:10])[C@H:12]([C:14]([CH3:17])([CH3:16])[CH3:15])[CH3:13])[CH:24]=[CH:23][C:22]=1[NH:25][CH2:26][O:27][C:28]([N:30]1[CH2:31][CH2:32][CH2:33][CH2:34]1)=[O:29], predict the reactants needed to synthesize it. The reactants are: [CH2:1]([O:8][C:9]([N:11]([CH2:18][C:19]1[CH:24]=[CH:23][C:22]([NH:25][CH2:26][O:27][C:28]([N:30]2[CH2:34][CH2:33][CH2:32][CH2:31]2)=[O:29])=[C:21]([N+:35]([O-])=O)[CH:20]=1)[C@H:12]([C:14]([CH3:17])([CH3:16])[CH3:15])[CH3:13])=[O:10])[C:2]1[CH:7]=[CH:6][CH:5]=[CH:4][CH:3]=1.[NH4+].[Cl-].O. (2) Given the product [CH3:11][O:12][C:13](=[O:37])[C:14]1[CH:19]=[CH:18][CH:17]=[C:16]([CH2:20][N:21]2[C:22]3[C:27](=[CH:26][CH:25]=[CH:24][CH:23]=3)/[C:30](=[C:31](\[C:5]3[CH:6]=[CH:7][C:2]([Cl:1])=[CH:3][CH:4]=3)/[C:32]([OH:35])([CH3:34])[CH3:33])/[C:29]2=[O:36])[CH:15]=1, predict the reactants needed to synthesize it. The reactants are: [Cl:1][C:2]1[CH:7]=[CH:6][C:5](B(O)O)=[CH:4][CH:3]=1.[CH3:11][O:12][C:13](=[O:37])[C:14]1[CH:19]=[CH:18][CH:17]=[C:16]([CH2:20][N:21]([C:29](=[O:36])[C:30]#[C:31][C:32]([OH:35])([CH3:34])[CH3:33])[C:22]2[CH:27]=[CH:26][CH:25]=[CH:24][C:23]=2I)[CH:15]=1. (3) The reactants are: [CH2:1]([O:8][C:9](=[O:35])[N:10]([CH2:13][C:14]1[CH:19]=[C:18]([C:20]([F:23])([F:22])[F:21])[CH:17]=[CH:16][C:15]=1[C:24]1[CH:29]=[C:28]([CH2:30][C:31]#[N:32])[CH:27]=[CH:26][C:25]=1[O:33][CH3:34])[CH2:11][CH3:12])[C:2]1[CH:7]=[CH:6][CH:5]=[CH:4][CH:3]=1.[N:36]([Si](C)(C)C)=[N+:37]=[N-:38].C([Sn](=O)CCCC)CCC. Given the product [CH2:1]([O:8][C:9](=[O:35])[N:10]([CH2:11][CH3:12])[CH2:13][C:14]1[CH:19]=[C:18]([C:20]([F:21])([F:22])[F:23])[CH:17]=[CH:16][C:15]=1[C:24]1[CH:29]=[C:28]([CH2:30][C:31]2[N:36]=[N:37][NH:38][N:32]=2)[CH:27]=[CH:26][C:25]=1[O:33][CH3:34])[C:2]1[CH:3]=[CH:4][CH:5]=[CH:6][CH:7]=1, predict the reactants needed to synthesize it. (4) Given the product [Cl:17][C:18]1[CH:23]=[C:22]([O:8][C:5]2[CH:6]=[CH:7][C:2]([NH2:1])=[C:3]([F:10])[C:4]=2[F:9])[CH:21]=[CH:20][N:19]=1, predict the reactants needed to synthesize it. The reactants are: [NH2:1][C:2]1[CH:7]=[CH:6][C:5]([OH:8])=[C:4]([F:9])[C:3]=1[F:10].CC(C)([O-])C.[K+].[Cl:17][C:18]1[CH:23]=[C:22](Cl)[CH:21]=[CH:20][N:19]=1. (5) Given the product [CH2:23]1[CH:25]([CH2:1][N:2]2[C@@H:12]3[CH2:13][C:14]4[CH:19]=[CH:18][C:17]([OH:20])=[C:16]5[O:21][CH:6]6[C:7]([CH2:9][CH2:10][C@:11]3([OH:22])[C@:5]6([C:15]=45)[CH2:4][CH2:3]2)=[O:8])[CH2:24]1, predict the reactants needed to synthesize it. The reactants are: [CH3:1][N:2]1[C@@H:12]2[CH2:13][C:14]3[CH:19]=[CH:18][C:17]([OH:20])=[C:16]4[O:21][C@H:6]5[C:7]([CH:9]=[CH:10][C@:11]2([OH:22])[C@:5]5([C:15]=34)[CH2:4][CH2:3]1)=[O:8].[CH:23]1(C=O)[CH2:25][CH2:24]1.C([O-])=O.[NH4+]. (6) Given the product [CH3:1][O:2][C:3]1[CH:8]=[C:7]([CH:9]2[CH2:10][CH2:11][N:12]([CH3:15])[CH2:13][CH2:14]2)[C:6]([N+:16]([O-:18])=[O:17])=[CH:5][C:4]=1[NH2:19], predict the reactants needed to synthesize it. The reactants are: [CH3:1][O:2][C:3]1[CH:8]=[C:7]([CH:9]2[CH2:14][CH2:13][N:12]([CH3:15])[CH2:11][CH2:10]2)[C:6]([N+:16]([O-:18])=[O:17])=[CH:5][C:4]=1[NH:19]C(=O)C.Cl. (7) Given the product [Cl:37][C:30]1[C:31]([F:36])=[CH:32][CH:33]=[C:34]([Cl:35])[C:29]=1[CH:27]([O:26][C:3]1[C:2]([NH2:1])=[N:7][CH:6]=[C:5]([C:8]2[CH:9]=[N:10][N:11]([CH:13]3[CH2:18][CH2:17][NH:16][CH2:15][CH2:14]3)[CH:12]=2)[CH:4]=1)[CH3:28], predict the reactants needed to synthesize it. The reactants are: [NH2:1][C:2]1[N:7]=[CH:6][C:5]([C:8]2[CH:9]=[N:10][N:11]([CH:13]3[CH2:18][CH2:17][N:16](C(OC(C)(C)C)=O)[CH2:15][CH2:14]3)[CH:12]=2)=[CH:4][C:3]=1[O:26][CH:27]([C:29]1[C:34]([Cl:35])=[CH:33][CH:32]=[C:31]([F:36])[C:30]=1[Cl:37])[CH3:28].O1CCOCC1.Cl.